Predict the reactants needed to synthesize the given product. From a dataset of Full USPTO retrosynthesis dataset with 1.9M reactions from patents (1976-2016). (1) Given the product [Br:21][C:22]1[CH:27]=[C:26]([CH:25]=[CH:24][C:23]=1[C:29]1[O:33][CH:32]=[N:31][CH:30]=1)[CH:28]=[O:7], predict the reactants needed to synthesize it. The reactants are: BrN1C(=[O:7])CCC1=O.N(C(C)(C)C#N)=NC(C)(C)C#N.[Br:21][C:22]1[CH:27]=[C:26]([CH3:28])[CH:25]=[CH:24][C:23]=1[C:29]1[O:33][CH:32]=[N:31][CH:30]=1. (2) Given the product [CH3:32][N:33]1[CH2:38][CH2:37][N:36]([CH2:70][C:69]2[CH:72]=[CH:73][C:66]([OH:65])=[CH:67][CH:68]=2)[CH2:35][CH2:34]1, predict the reactants needed to synthesize it. The reactants are: S1C2C=CC=CC=2N=C1N(COCC[Si](C)(C)C)C(C1C=CC=C2C=1CN(C1SC([CH2:32][N:33]3[CH2:38][CH2:37][N:36](C4C=CC=CC=4)[CH2:35][CH2:34]3)=C(C(OC)=O)N=1)CC2)=O.C1C=CC(N2CCNCC2)=CC=1.[OH:65][C:66]1[CH:73]=[CH:72][C:69]([CH:70]=O)=[CH:68][CH:67]=1.CN1CCNCC1.